From a dataset of Catalyst prediction with 721,799 reactions and 888 catalyst types from USPTO. Predict which catalyst facilitates the given reaction. (1) Reactant: [NH2:1][C:2]1[C:3](=[O:19])[N:4]([CH2:11][C:12]([O:14][C:15]([CH3:18])([CH3:17])[CH3:16])=[O:13])[C:5]([CH:8]([CH3:10])[CH3:9])=[CH:6][CH:7]=1.CN1CCOCC1.[C:27]1([CH3:37])[CH:32]=[CH:31][CH:30]=[C:29]([S:33](Cl)(=[O:35])=[O:34])[CH:28]=1. Product: [CH3:37][C:27]1[CH:28]=[C:29]([S:33]([NH:1][C:2]2[C:3](=[O:19])[N:4]([CH2:11][C:12]([O:14][C:15]([CH3:17])([CH3:16])[CH3:18])=[O:13])[C:5]([CH:8]([CH3:9])[CH3:10])=[CH:6][CH:7]=2)(=[O:35])=[O:34])[CH:30]=[CH:31][CH:32]=1. The catalyst class is: 2. (2) Reactant: Cl[C:2]1[N:7]=[CH:6][C:5]([O:8][C:9]2[C:18]3[C:13](=[CH:14][C:15]([O:21][CH3:22])=[C:16]([O:19][CH3:20])[CH:17]=3)[N:12]=[CH:11][CH:10]=2)=[CH:4][CH:3]=1.[CH3:23][O-:24].[Na+].O. Product: [CH3:20][O:19][C:16]1[CH:17]=[C:18]2[C:13](=[CH:14][C:15]=1[O:21][CH3:22])[N:12]=[CH:11][CH:10]=[C:9]2[O:8][C:5]1[CH:6]=[N:7][C:2]([O:24][CH3:23])=[CH:3][CH:4]=1. The catalyst class is: 11. (3) Reactant: [OH:1][C@@H:2]([C@H:4]1[C:35](=[O:36])[N:6]2[C:7]([C:22]([O:24][CH2:25][C:26]3[CH:31]=[CH:30][C:29]([N+:32]([O-:34])=[O:33])=[CH:28][CH:27]=3)=[O:23])=[C:8]([C:11]3[S:15][C:14]4=[C:16]([S:20][CH3:21])[N:17]=[C:18]([CH3:19])[N:13]4[CH:12]=3)[C@H:9]([CH3:10])[C@H:5]12)[CH3:3].[F:37][C:38]([F:45])([F:44])[S:39]([O:42]C)(=[O:41])=[O:40]. Product: [F:37][C:38]([F:45])([F:44])[S:39]([O-:42])(=[O:41])=[O:40].[CH3:19][C:18]1[N:17]([CH3:38])[C:16]([S:20][CH3:21])=[C:14]2[N+:13]=1[CH:12]=[C:11]([C:8]1[C@H:9]([CH3:10])[C@@H:5]3[C@@H:4]([C@H:2]([OH:1])[CH3:3])[C:35](=[O:36])[N:6]3[C:7]=1[C:22]([O:24][CH2:25][C:26]1[CH:31]=[CH:30][C:29]([N+:32]([O-:34])=[O:33])=[CH:28][CH:27]=1)=[O:23])[S:15]2. The catalyst class is: 4. (4) Reactant: C(OC(=O)[NH:10][C:11]1[CH:16]=[CH:15][C:14]([C:17]2[CH2:22][CH2:21][CH:20]([O:23][Si:24]([C:27]([CH3:30])([CH3:29])[CH3:28])([CH3:26])[CH3:25])[CH2:19][CH:18]=2)=[CH:13][C:12]=1[F:31])C1C=CC=CC=1.C(Cl)Cl. Product: [C:27]([Si:24]([CH3:26])([CH3:25])[O:23][CH:20]1[CH2:21][CH2:22][CH:17]([C:14]2[CH:15]=[CH:16][C:11]([NH2:10])=[C:12]([F:31])[CH:13]=2)[CH2:18][CH2:19]1)([CH3:30])([CH3:29])[CH3:28]. The catalyst class is: 5. (5) Reactant: Cl[C:2]1[CH:3]=[C:4]([S:9]([C:12]2[CH:17]=[CH:16][CH:15]=[C:14]([S:18]([C:21]3[CH:26]=[C:25](Cl)[CH:24]=[C:23](Cl)[CH:22]=3)(=[O:20])=[O:19])[CH:13]=2)(=[O:11])=[O:10])[CH:5]=[C:6](Cl)[CH:7]=1.[C:29]1(B(O)O)[CH:34]=[CH:33][CH:32]=[CH:31][CH:30]=1.P([O-])([O-])([O-])=O.[K+].[K+].[K+].[CH:46]1(P([CH:46]2[CH2:51][CH2:50][CH2:49][CH2:48][CH2:47]2)[CH:46]2[CH2:51][CH2:50][CH2:49][CH2:48][CH2:47]2)[CH2:51][CH2:50][CH2:49][CH2:48][CH2:47]1. Product: [C:29]1([C:2]2[CH:3]=[C:4]([S:9]([C:12]3[CH:17]=[CH:16][CH:15]=[C:14]([S:18]([C:21]4[CH:26]=[C:25]([C:2]5[CH:3]=[CH:4][CH:5]=[CH:6][CH:7]=5)[CH:24]=[C:23]([C:12]5[CH:17]=[CH:16][CH:15]=[CH:14][CH:13]=5)[CH:22]=4)(=[O:20])=[O:19])[CH:13]=3)(=[O:11])=[O:10])[CH:5]=[C:6]([C:46]3[CH:51]=[CH:50][CH:49]=[CH:48][CH:47]=3)[CH:7]=2)[CH:34]=[CH:33][CH:32]=[CH:31][CH:30]=1. The catalyst class is: 12. (6) Reactant: [NH2:1][CH2:2][C:3]1([OH:26])[CH2:8][CH2:7][N:6]([CH2:9][C:10]2[CH:15]=[C:14]([Br:16])[CH:13]=[CH:12][C:11]=2[O:17][CH2:18][C:19]2[CH:24]=[CH:23][C:22]([Cl:25])=[CH:21][CH:20]=2)[CH2:5][CH2:4]1.CCN(CC)CC.[F:34][C:35]1[CH:40]=[CH:39][CH:38]=[C:37]([F:41])[C:36]=1[N:42]=[C:43]=[O:44]. Product: [Br:16][C:14]1[CH:13]=[CH:12][C:11]([O:17][CH2:18][C:19]2[CH:20]=[CH:21][C:22]([Cl:25])=[CH:23][CH:24]=2)=[C:10]([CH2:9][N:6]2[CH2:7][CH2:8][C:3]([CH2:2][NH:1][C:43]([NH:42][C:36]3[C:37]([F:41])=[CH:38][CH:39]=[CH:40][C:35]=3[F:34])=[O:44])([OH:26])[CH2:4][CH2:5]2)[CH:15]=1. The catalyst class is: 2. (7) Reactant: Cl.[NH2:2][C:3]1([C:6]#[N:7])[CH2:5][CH2:4]1.C1C=NC2N(O)N=NC=2C=1.CCN(C(C)C)C(C)C.CN(C(ON1N=NC2C=CC=NC1=2)=[N+](C)C)C.F[P-](F)(F)(F)(F)F.[CH2:51]1[C:53]2([CH2:58][CH2:57][N:56]([C:59]([NH:61][C@@H:62]([CH2:66][C:67]([F:76])([F:75])[CH2:68][C:69]3[CH:74]=[CH:73][CH:72]=[CH:71][CH:70]=3)[C:63](O)=[O:64])=[O:60])[CH2:55][CH2:54]2)[CH2:52]1. Product: [C:6]([C:3]1([NH:2][C:63]([C@@H:62]([NH:61][C:59]([N:56]2[CH2:55][CH2:54][C:53]3([CH2:51][CH2:52]3)[CH2:58][CH2:57]2)=[O:60])[CH2:66][C:67]([F:75])([F:76])[CH2:68][C:69]2[CH:74]=[CH:73][CH:72]=[CH:71][CH:70]=2)=[O:64])[CH2:5][CH2:4]1)#[N:7]. The catalyst class is: 3. (8) The catalyst class is: 105. Product: [F:57][C:54]1[CH:55]=[CH:56][C:51]([CH:8]([C:5]2[CH:4]=[CH:3][C:2]([F:1])=[CH:7][CH:6]=2)[C@@H:9]([NH:46][C:47](=[O:48])[O:49][CH3:50])[C:10]([NH:12][CH:13]2[CH2:17][CH:16]([OH:18])[CH2:15][CH:14]2[CH2:19][CH2:20][C@H:21]2[CH2:22][NH:23][CH2:24][CH2:25][N:26]2[S:27]([C:30]2[CH:35]=[CH:34][CH:33]=[CH:32][CH:31]=2)(=[O:28])=[O:29])=[O:11])=[CH:52][CH:53]=1. Reactant: [F:1][C:2]1[CH:7]=[CH:6][C:5]([CH:8]([C:51]2[CH:56]=[CH:55][C:54]([F:57])=[CH:53][CH:52]=2)[C@@H:9]([NH:46][C:47]([O:49][CH3:50])=[O:48])[C:10]([NH:12][CH:13]2[CH2:17][CH:16]([OH:18])[CH2:15][CH:14]2[CH2:19][CH2:20][C@@H:21]2[N:26]([S:27]([C:30]3[CH:35]=[CH:34][CH:33]=[CH:32][CH:31]=3)(=[O:29])=[O:28])[CH2:25][CH2:24][N:23](C(OCC3C=CC=CC=3)=O)[CH2:22]2)=[O:11])=[CH:4][CH:3]=1.